This data is from Forward reaction prediction with 1.9M reactions from USPTO patents (1976-2016). The task is: Predict the product of the given reaction. (1) Given the reactants [Br:1][C:2]1[CH:7]=[CH:6][C:5]([SH:8])=[CH:4][CH:3]=1.[F:9][C:10]([F:20])([F:19])[O:11][C:12]1[CH:17]=[CH:16][C:15](I)=[CH:14][CH:13]=1.CC(CCC)C(=O)C(=O)C(C)(C)C.C(=O)([O-])[O-].[Cs+].[Cs+], predict the reaction product. The product is: [Br:1][C:2]1[CH:7]=[CH:6][C:5]([S:8][C:15]2[CH:14]=[CH:13][C:12]([O:11][C:10]([F:9])([F:19])[F:20])=[CH:17][CH:16]=2)=[CH:4][CH:3]=1. (2) Given the reactants [OH:1][C:2]1[C:3]2[N:4]([C:9]([C:13]([O:15][CH2:16][CH3:17])=[O:14])=[C:10]([CH3:12])[N:11]=2)[CH:5]=[C:6]([CH3:8])[CH:7]=1.I[CH2:19][CH2:20][CH:21]([CH3:23])[CH3:22].C(=O)([O-])[O-].[Cs+].[Cs+].O, predict the reaction product. The product is: [CH3:12][C:10]1[N:11]=[C:3]2[C:2]([O:1][CH2:19][CH2:20][CH:21]([CH3:23])[CH3:22])=[CH:7][C:6]([CH3:8])=[CH:5][N:4]2[C:9]=1[C:13]([O:15][CH2:16][CH3:17])=[O:14].